From a dataset of Full USPTO retrosynthesis dataset with 1.9M reactions from patents (1976-2016). Predict the reactants needed to synthesize the given product. (1) Given the product [CH:31]1([NH:27][C:16]([C:8]2[C:9]3[C:14](=[CH:13][CH:12]=[CH:11][CH:10]=3)[CH:15]=[C:6]([CH2:5][CH2:4][CH2:3][O:2][CH3:1])[CH:7]=2)=[O:18])[CH2:33][CH2:32]1, predict the reactants needed to synthesize it. The reactants are: [CH3:1][O:2][CH2:3][CH2:4][CH2:5][C:6]1[CH:7]=[C:8]([C:16]([OH:18])=O)[C:9]2[C:14]([CH:15]=1)=[CH:13][CH:12]=[CH:11][CH:10]=2.C(Cl)(=O)C(Cl)=O.CC[N:27]([CH:31]([CH3:33])[CH3:32])C(C)C.C1(N)CC1. (2) Given the product [Br:24][C:25]1[CH:34]=[C:33]2[C:28]([CH:29]=[N:30][C:31]([NH:1][CH2:2][C@@H:3]3[C@H:8]([CH3:9])[CH2:7][CH2:6][CH2:5][N:4]3[C:10]([C:12]3[CH:17]=[C:16]([CH3:18])[CH:15]=[CH:14][C:13]=3[N:19]3[N:23]=[CH:22][CH:21]=[N:20]3)=[O:11])=[N:32]2)=[CH:27][CH:26]=1, predict the reactants needed to synthesize it. The reactants are: [NH2:1][CH2:2][C@@H:3]1[C@H:8]([CH3:9])[CH2:7][CH2:6][CH2:5][N:4]1[C:10]([C:12]1[CH:17]=[C:16]([CH3:18])[CH:15]=[CH:14][C:13]=1[N:19]1[N:23]=[CH:22][CH:21]=[N:20]1)=[O:11].[Br:24][C:25]1[CH:34]=[C:33]2[C:28]([CH:29]=[N:30][C:31](Cl)=[N:32]2)=[CH:27][CH:26]=1.